This data is from Peptide-MHC class II binding affinity with 134,281 pairs from IEDB. The task is: Regression. Given a peptide amino acid sequence and an MHC pseudo amino acid sequence, predict their binding affinity value. This is MHC class II binding data. (1) The peptide sequence is FDELELDPPEIEPGV. The MHC is DRB4_0101 with pseudo-sequence DRB4_0103. The binding affinity (normalized) is 0.439. (2) The peptide sequence is KGDEQKLRSAGEVEI. The MHC is DRB1_0901 with pseudo-sequence DRB1_0901. The binding affinity (normalized) is 0.195. (3) The peptide sequence is LGNIIQRLHGLSAFSLHSY. The MHC is DRB1_0101 with pseudo-sequence DRB1_0101. The binding affinity (normalized) is 0. (4) The peptide sequence is IVALIIAIVVWTIV. The MHC is HLA-DQA10301-DQB10301 with pseudo-sequence HLA-DQA10301-DQB10301. The binding affinity (normalized) is 0.0241. (5) The peptide sequence is LPAIVREAIKRRLRT. The MHC is DRB5_0101 with pseudo-sequence DRB5_0101. The binding affinity (normalized) is 0.733. (6) The peptide sequence is KIPTHRHIVGKPCPK. The MHC is DRB1_0802 with pseudo-sequence DRB1_0802. The binding affinity (normalized) is 0.348.